Dataset: Full USPTO retrosynthesis dataset with 1.9M reactions from patents (1976-2016). Task: Predict the reactants needed to synthesize the given product. (1) Given the product [CH3:1][C:2]([CH3:19])([CH2:12][C:13]1[CH:18]=[CH:17][N:16]=[C:15]([C:35]#[N:36])[CH:14]=1)[C:3]([O:5][CH2:6][CH2:7][Si:8]([CH3:9])([CH3:10])[CH3:11])=[O:4], predict the reactants needed to synthesize it. The reactants are: [CH3:1][C:2]([CH3:19])([CH2:12][C:13]1[CH:18]=[CH:17][N:16]=[CH:15][CH:14]=1)[C:3]([O:5][CH2:6][CH2:7][Si:8]([CH3:11])([CH3:10])[CH3:9])=[O:4].ClC1C=CC=C(C(OO)=O)C=1.C[Si]([C:35]#[N:36])(C)C.CN(C)C(Cl)=O. (2) Given the product [CH3:35][S:36]([OH:39])(=[O:38])=[O:37].[Cl:1][C:2]1[CH:3]=[C:4]([NH:9][C:10]([C:12]2[C:20]3[N:19]=[C:18]([N:21]([CH3:22])[CH3:23])[NH:17][C:16]=3[CH:15]=[C:14]([NH:24][C:25]([C:27]3[CH:32]=[C:31]([Cl:33])[CH:30]=[CH:29][C:28]=3[Cl:34])=[O:26])[CH:13]=2)=[O:11])[CH:5]=[CH:6][C:7]=1[CH3:8], predict the reactants needed to synthesize it. The reactants are: [Cl:1][C:2]1[CH:3]=[C:4]([NH:9][C:10]([C:12]2[C:20]3[N:19]=[C:18]([N:21]([CH3:23])[CH3:22])[NH:17][C:16]=3[CH:15]=[C:14]([NH:24][C:25]([C:27]3[CH:32]=[C:31]([Cl:33])[CH:30]=[CH:29][C:28]=3[Cl:34])=[O:26])[CH:13]=2)=[O:11])[CH:5]=[CH:6][C:7]=1[CH3:8].[CH3:35][S:36]([OH:39])(=[O:38])=[O:37]. (3) Given the product [I:58][C:46]1[C:45](=[O:59])[C:44]2[CH:43]=[CH:42][C:41]3[NH:40][C:1](=[O:5])[O:51][C:50]=3[C:49]=2[O:48][C:47]=1[C:52]1[CH:57]=[CH:56][CH:55]=[CH:54][CH:53]=1, predict the reactants needed to synthesize it. The reactants are: [C:1]([O:5]C(=O)NC1(C2C=CC(C3C(=O)C4C=CC5NC(=O)NC=5C=4OC=3C3C=CC=CC=3)=CC=2)CCC1)(C)(C)C.[NH2:40][C:41]1[C:50]([OH:51])=[C:49]2[C:44]([C:45](=[O:59])[C:46]([I:58])=[C:47]([C:52]3[CH:57]=[CH:56][CH:55]=[CH:54][CH:53]=3)[O:48]2)=[CH:43][CH:42]=1. (4) Given the product [F:4][C:5]1[CH:6]=[C:7]2[C:12](=[CH:13][CH:14]=1)[N:11]=[C:10]([C:15]([OH:17])=[O:16])[C:9]([OH:20])=[N:8]2, predict the reactants needed to synthesize it. The reactants are: O.[OH-].[Li+].[F:4][C:5]1[CH:6]=[C:7]2[C:12](=[CH:13][CH:14]=1)[N:11]=[C:10]([C:15]([O:17]CC)=[O:16])[C:9]([OH:20])=[N:8]2.Cl. (5) The reactants are: [C:1]([C:5]1[CH:11]=[CH:10][C:8]([NH2:9])=[C:7]([N+:12]([O-:14])=[O:13])[CH:6]=1)([CH3:4])([CH3:3])[CH3:2].[BrH:15].[NH+]1C=CC=CC=1.O.S([O-])([O-])=O.[Na+].[Na+]. Given the product [Br:15][C:10]1[CH:11]=[C:5]([C:1]([CH3:4])([CH3:2])[CH3:3])[CH:6]=[C:7]([N+:12]([O-:14])=[O:13])[C:8]=1[NH2:9], predict the reactants needed to synthesize it. (6) Given the product [CH2:1]([O:8][C:9]1[CH:14]=[CH:13][C:12]([CH2:15][C:16]([OH:18])=[O:17])=[C:11]([O:23][CH3:24])[CH:10]=1)[C:2]1[CH:3]=[CH:4][CH:5]=[CH:6][CH:7]=1, predict the reactants needed to synthesize it. The reactants are: [CH2:1]([O:8][C:9]1[CH:14]=[CH:13][C:12]([CH2:15][C:16]([O:18]C(C)(C)C)=[O:17])=[C:11]([O:23][CH3:24])[CH:10]=1)[C:2]1[CH:7]=[CH:6][CH:5]=[CH:4][CH:3]=1.C(O)(C(F)(F)F)=O. (7) The reactants are: Br[CH2:2][CH2:3][CH2:4][O:5][C@H:6]1[CH2:11][CH2:10][C@H:9]([N:12]([CH3:26])[S:13]([C:16]2[CH:21]=[CH:20][C:19]([C:22]([F:25])([F:24])[F:23])=[CH:18][CH:17]=2)(=[O:15])=[O:14])[CH2:8][CH2:7]1.CC(O)[C:29]#[N:30].N12CCCN=C1CCCCC2. Given the product [C:29]([CH2:2][CH2:3][CH2:4][O:5][C@H:6]1[CH2:11][CH2:10][C@H:9]([N:12]([CH3:26])[S:13]([C:16]2[CH:21]=[CH:20][C:19]([C:22]([F:25])([F:24])[F:23])=[CH:18][CH:17]=2)(=[O:15])=[O:14])[CH2:8][CH2:7]1)#[N:30], predict the reactants needed to synthesize it. (8) Given the product [NH:24]1[C:23]2[CH:22]=[CH:21][CH:20]=[C:19]([NH:18][C:2]3[CH:7]=[C:6]([C:8]4[CH:13]=[CH:12][C:11]([C:14]([F:17])([F:16])[F:15])=[CH:10][CH:9]=4)[N:5]=[CH:4][N:3]=3)[C:27]=2[N:26]=[CH:25]1, predict the reactants needed to synthesize it. The reactants are: Cl[C:2]1[CH:7]=[C:6]([C:8]2[CH:13]=[CH:12][C:11]([C:14]([F:17])([F:16])[F:15])=[CH:10][CH:9]=2)[N:5]=[CH:4][N:3]=1.[NH2:18][C:19]1[C:27]2[NH:26][CH:25]=[N:24][C:23]=2[CH:22]=[CH:21][CH:20]=1. (9) Given the product [F:34][C:33]1[C:32]([C:16]2[C:15]([C:10]3[CH:11]=[CH:12][CH:13]=[CH:14][C:9]=3[O:8][CH2:7][C:1]3[CH:6]=[CH:5][CH:4]=[CH:3][CH:2]=3)=[CH:20][CH:19]=[CH:18][CH:17]=2)=[CH:31][C:27]([C:28]([OH:30])=[O:29])=[CH:26][CH:25]=1, predict the reactants needed to synthesize it. The reactants are: [C:1]1([CH2:7][O:8][C:9]2[CH:14]=[CH:13][CH:12]=[CH:11][C:10]=2[C:15]2[CH:20]=[CH:19][CH:18]=[CH:17][C:16]=2B(O)O)[CH:6]=[CH:5][CH:4]=[CH:3][CH:2]=1.Br[C:25]1[CH:26]=[C:27]([CH:31]=[CH:32][C:33]=1[F:34])[C:28]([OH:30])=[O:29].C(=O)([O-])[O-].[K+].[K+].Cl.